From a dataset of Forward reaction prediction with 1.9M reactions from USPTO patents (1976-2016). Predict the product of the given reaction. (1) Given the reactants [P:1]([O-:6])([O-:5])([O:3][CH3:4])=[O:2].P([O-])([O-])([O-])=O.[Na].[F:13][C:14]1[C:19]([F:20])=[C:18]([C:21]([F:24])([F:23])[F:22])[CH:17]=[CH:16][C:15]=1[C:25]1[N:26]=[C:27]([NH:30][C:31](=[O:46])[CH2:32][C:33]2[C:41]3[C:40](=[O:42])[N:39]([CH3:43])[C:38](=[O:44])[N:37]([CH3:45])[C:36]=3[S:35][N:34]=2)[S:28][CH:29]=1.P(OCI)(OC(C)(C)C)(OC(C)(C)C)=O, predict the reaction product. The product is: [P:1]([OH:6])([OH:5])([O:3][CH2:4][N:26]1[C:25]([C:15]2[CH:16]=[CH:17][C:18]([C:21]([F:23])([F:24])[F:22])=[C:19]([F:20])[C:14]=2[F:13])=[CH:29][S:28][C:27]1=[N:30][C:31](=[O:46])[CH2:32][C:33]1[C:41]2[C:40](=[O:42])[N:39]([CH3:43])[C:38](=[O:44])[N:37]([CH3:45])[C:36]=2[S:35][N:34]=1)=[O:2]. (2) The product is: [F:1][C:2]1[CH:29]=[CH:28][C:5]([CH2:6][N:7]2[CH:11]=[CH:10][C:9]([C@@H:12]3[CH2:17][N:16]4[CH2:18][CH2:19][CH2:20][C@@H:15]4[CH2:14][NH:13]3)=[N:8]2)=[CH:4][CH:3]=1. Given the reactants [F:1][C:2]1[CH:29]=[CH:28][C:5]([CH2:6][N:7]2[CH:11]=[CH:10][C:9]([C@@H:12]3[CH2:17][N:16]4[CH2:18][CH2:19][CH2:20][C@@H:15]4[CH2:14][N:13]3C(OC(C)(C)C)=O)=[N:8]2)=[CH:4][CH:3]=1, predict the reaction product. (3) Given the reactants [ClH:1].[F:2][C:3]([F:46])([F:45])[C:4]1[CH:5]=[C:6]([CH:38]=[C:39]([C:41]([F:44])([F:43])[F:42])[CH:40]=1)[CH2:7][N:8]([C@H:15]1[CH2:21][CH2:20][CH2:19][N:18]([CH2:22][C:23]2[CH:28]=[CH:27][N:26]=[CH:25][CH:24]=2)[C:17]2[CH:29]=[C:30]([C:34]([F:37])([F:36])[F:35])[C:31]([CH3:33])=[CH:32][C:16]1=2)[C:9]1[N:10]=[N:11][N:12]([CH3:14])[N:13]=1, predict the reaction product. The product is: [ClH:1].[F:46][C:3]([F:2])([F:45])[C:4]1[CH:5]=[C:6]([CH:38]=[C:39]([C:41]([F:42])([F:43])[F:44])[CH:40]=1)[CH2:7][N:8]([C@H:15]1[CH2:21][CH2:20][CH2:19][N:18]([CH2:22][C:23]2[CH:24]=[CH:25][N:26]=[CH:27][CH:28]=2)[C:17]2[CH:29]=[C:30]([C:34]([F:35])([F:36])[F:37])[C:31]([CH3:33])=[CH:32][C:16]1=2)[C:9]1[N:10]=[N:11][N:12]([CH3:14])[N:13]=1. (4) Given the reactants [CH3:1][O:2][C:3](=[O:54])[C@@H:4]([NH:20][C:21]([CH:23]1[CH2:36][C:35]2[CH:34]=[C:33]3[C:28]([O:29][C@@H:30]([C:38]4[CH:43]=[CH:42][C:41]([O:44][CH2:45][C:46]5[CH:51]=[CH:50][C:49]([Cl:52])=[C:48]([Cl:53])[CH:47]=5)=[CH:40][CH:39]=4)[C:31](=[O:37])[NH:32]3)=[CH:27][C:26]=2[CH2:25][NH:24]1)=[O:22])[CH2:5][C:6]1[CH:11]=[CH:10][C:9]([C:12]2[CH:17]=[CH:16][C:15]([C:18]#[N:19])=[CH:14][CH:13]=2)=[CH:8][CH:7]=1.[C:55]([NH:58][C:59]1[S:60][C:61]([S:65](Cl)(=[O:67])=[O:66])=[C:62]([CH3:64])[N:63]=1)(=[O:57])[CH3:56], predict the reaction product. The product is: [CH3:1][O:2][C:3](=[O:54])[C@@H:4]([NH:20][C:21]([CH:23]1[CH2:36][C:35]2[CH:34]=[C:33]3[C:28]([O:29][C@@H:30]([C:38]4[CH:43]=[CH:42][C:41]([O:44][CH2:45][C:46]5[CH:51]=[CH:50][C:49]([Cl:52])=[C:48]([Cl:53])[CH:47]=5)=[CH:40][CH:39]=4)[C:31](=[O:37])[NH:32]3)=[CH:27][C:26]=2[CH2:25][N:24]1[S:65]([C:61]1[S:60][C:59]([NH:58][C:55](=[O:57])[CH3:56])=[N:63][C:62]=1[CH3:64])(=[O:66])=[O:67])=[O:22])[CH2:5][C:6]1[CH:11]=[CH:10][C:9]([C:12]2[CH:13]=[CH:14][C:15]([C:18]#[N:19])=[CH:16][CH:17]=2)=[CH:8][CH:7]=1. (5) The product is: [OH:9][CH2:8][CH2:10][N:11]1[CH:6]([C:2]2[S:1][CH:5]=[CH:4][CH:3]=2)[CH:13]([C:12]([NH:29][C:28]2[CH:30]=[CH:31][CH:32]=[C:26]([O:25][CH3:24])[CH:27]=2)=[O:23])[C:14]2[C:15](=[CH:19][CH:20]=[CH:21][CH:22]=2)[C:16]1=[O:18]. Given the reactants [S:1]1[CH:5]=[CH:4][CH:3]=[C:2]1[CH:6]=O.[CH2:8]([CH2:10][NH2:11])[OH:9].[C:12]1(=[O:23])[O:18][C:16](=O)[C:15]2=[CH:19][CH:20]=[CH:21][CH:22]=[C:14]2[CH2:13]1.[CH3:24][O:25][C:26]1[CH:27]=[C:28]([CH:30]=[CH:31][CH:32]=1)[NH2:29], predict the reaction product. (6) The product is: [CH2:17]([O:2][C:1]1[CH:3]=[C:4]([OH:5])[CH:6]=[CH:7][CH:8]=1)[CH:18]([CH3:20])[CH3:19]. Given the reactants [C:1]1([CH:8]=[CH:7][CH:6]=[C:4]([OH:5])[CH:3]=1)[OH:2].CN(C=O)C.[H-].[Na+].Br[CH2:17][CH:18]([CH3:20])[CH3:19], predict the reaction product. (7) Given the reactants [OH-:1].[Na+].[F:3][C:4]1[CH:5]=[C:6]2[C:10](=[CH:11][CH:12]=1)[NH:9][C:8](=[O:13])[C:7]2=O.[N:15]([O-])=O.[Na+].CCOCC, predict the reaction product. The product is: [F:3][C:4]1[CH:5]=[C:6]2[C:10](=[CH:11][CH:12]=1)[NH:9][N:15]=[C:7]2[C:8]([OH:13])=[O:1]. (8) Given the reactants N(C(OCC)=O)=NC(OCC)=O.[Cl:13][C:14]1[S:18][C:17]([C:19]([NH:21][C:22]2[CH:30]=[CH:29][CH:28]=[C:27]3[C:23]=2[C:24](=[O:32])[NH:25][C:26]3=[O:31])=[O:20])=[CH:16][CH:15]=1.O[CH2:34][CH:35]1[CH2:40][CH2:39][NH:38][CH2:37][CH2:36]1.C1(P(C2C=CC=CC=2)C2C=CC=CC=2)C=CC=CC=1, predict the reaction product. The product is: [Cl:13][C:14]1[S:18][C:17]([C:19]([NH:21][C:22]2[CH:30]=[CH:29][CH:28]=[C:27]3[C:23]=2[C:24](=[O:32])[N:25]([CH2:34][CH:35]2[CH2:40][CH2:39][NH:38][CH2:37][CH2:36]2)[C:26]3=[O:31])=[O:20])=[CH:16][CH:15]=1. (9) Given the reactants [NH2:1][CH2:2][C:3]1[CH:18]=[CH:17][C:6]([C:7]([NH:9][NH:10][C:11]2[CH:16]=[CH:15][CH:14]=[CH:13][CH:12]=2)=[O:8])=[CH:5][CH:4]=1.[CH:19]1[CH:24]=[C:23]([CH:25]=O)[N:22]=[CH:21][CH:20]=1.[BH4-].[Na+].C(=O)(O)[O-].[Na+], predict the reaction product. The product is: [C:11]1([NH:10][NH:9][C:7](=[O:8])[C:6]2[CH:5]=[CH:4][C:3]([CH2:2][NH:1][CH2:25][C:23]3[CH:24]=[CH:19][CH:20]=[CH:21][N:22]=3)=[CH:18][CH:17]=2)[CH:16]=[CH:15][CH:14]=[CH:13][CH:12]=1. (10) Given the reactants Br[C:2]1[CH:12]=[C:11]([CH3:13])[C:5]2[N:6]=[C:7]([NH2:10])[N:8]=[N:9][C:4]=2[CH:3]=1.Br[C:15]1[CH:28]=[CH:27][C:18]([O:19][CH2:20][CH2:21][N:22]2[CH2:26][CH2:25][CH2:24][CH2:23]2)=[CH:17][CH:16]=1.C1C=CC(P([C:42]2[C:51]([C:52]3C(P(C4C=CC=CC=4)C4C=CC=CC=4)=CC=C4C=3C=CC=C4)=[C:50]3[C:45]([CH:46]=CC=C3)=[CH:44][CH:43]=2)C2C=CC=CC=2)=CC=1, predict the reaction product. The product is: [CH3:46][C:45]1[CH:44]=[CH:43][CH:42]=[C:51]([CH3:52])[C:50]=1[C:2]1[CH:12]=[C:11]([CH3:13])[C:5]2[N:6]=[C:7]([NH:10][C:15]3[CH:28]=[CH:27][C:18]([O:19][CH2:20][CH2:21][N:22]4[CH2:26][CH2:25][CH2:24][CH2:23]4)=[CH:17][CH:16]=3)[N:8]=[N:9][C:4]=2[CH:3]=1.